Task: Regression. Given two drug SMILES strings and cell line genomic features, predict the synergy score measuring deviation from expected non-interaction effect.. Dataset: NCI-60 drug combinations with 297,098 pairs across 59 cell lines (1) Synergy scores: CSS=11.3, Synergy_ZIP=-1.74, Synergy_Bliss=1.94, Synergy_Loewe=0.447, Synergy_HSA=-1.53. Drug 2: C1C(C(OC1N2C=NC3=C2NC=NCC3O)CO)O. Cell line: NCI/ADR-RES. Drug 1: CN(CCCl)CCCl.Cl. (2) Drug 1: C1CC(C1)(C(=O)O)C(=O)O.[NH2-].[NH2-].[Pt+2]. Drug 2: CCC1(CC2CC(C3=C(CCN(C2)C1)C4=CC=CC=C4N3)(C5=C(C=C6C(=C5)C78CCN9C7C(C=CC9)(C(C(C8N6C)(C(=O)OC)O)OC(=O)C)CC)OC)C(=O)OC)O.OS(=O)(=O)O. Cell line: SNB-75. Synergy scores: CSS=0.726, Synergy_ZIP=-0.520, Synergy_Bliss=0.721, Synergy_Loewe=-0.218, Synergy_HSA=-0.228.